From a dataset of Full USPTO retrosynthesis dataset with 1.9M reactions from patents (1976-2016). Predict the reactants needed to synthesize the given product. The reactants are: [H-].[Na+].[CH2:3](Br)[C:4]1[CH:9]=[CH:8][CH:7]=[CH:6][CH:5]=1.[Cl:11][C:12]1[CH:13]=[C:14]([CH:18]=[CH:19][C:20]=1[Cl:21])[CH:15]=[N:16][OH:17]. Given the product [CH2:3]([O:17][N:16]=[CH:15][C:14]1[CH:18]=[CH:19][C:20]([Cl:21])=[C:12]([Cl:11])[CH:13]=1)[C:4]1[CH:9]=[CH:8][CH:7]=[CH:6][CH:5]=1, predict the reactants needed to synthesize it.